Dataset: Full USPTO retrosynthesis dataset with 1.9M reactions from patents (1976-2016). Task: Predict the reactants needed to synthesize the given product. (1) Given the product [O:34]1[CH2:35][CH:36]=[C:37]([C:10]2[CH:9]=[C:8]([F:24])[C:7]3[O:6][C:5]4[C:14](=[CH:15][C:2]([C:27]5[CH:26]=[N:25][CH:30]=[CH:29][CH:28]=5)=[CH:3][CH:4]=4)[C@@:13]4([CH2:20][CH2:19][O:18][C:17]([NH2:21])=[N:16]4)[C:12]=3[CH:11]=2)[CH2:38][CH2:39]1, predict the reactants needed to synthesize it. The reactants are: Br[C:2]1[CH:15]=[C:14]2[C:5]([O:6][C:7]3[C:8]([F:24])=[CH:9][C:10](OC)=[CH:11][C:12]=3[C@@:13]32[CH2:20][CH2:19][O:18][C:17]([NH2:21])=[N:16]3)=[CH:4][CH:3]=1.[N:25]1[CH:30]=[CH:29][CH:28]=[C:27](B(O)O)[CH:26]=1.[O:34]1[CH2:39][CH:38]=[C:37](B2OC(C)(C)C(C)(C)O2)[CH2:36][CH2:35]1. (2) The reactants are: [CH3:1][Si:2]([CH3:9])([CH3:8])[CH2:3][CH2:4][O:5][CH2:6]Cl.[Br:10][C:11]1[C:12]([NH:17][C:18]([C:20]2[O:39][C:23]3=[N:24][CH:25]=[C:26]([CH2:28][O:29][CH2:30][C:31]4[CH:36]=[CH:35][C:34]([O:37][CH3:38])=[CH:33][CH:32]=4)[CH:27]=[C:22]3[CH:21]=2)=[O:19])=[N:13][CH:14]=[CH:15][CH:16]=1.C(=O)([O-])[O-].[Cs+].[Cs+]. Given the product [Br:10][C:11]1[C:12]([N:17]([CH2:6][O:5][CH2:4][CH2:3][Si:2]([CH3:9])([CH3:8])[CH3:1])[C:18]([C:20]2[O:39][C:23]3=[N:24][CH:25]=[C:26]([CH2:28][O:29][CH2:30][C:31]4[CH:32]=[CH:33][C:34]([O:37][CH3:38])=[CH:35][CH:36]=4)[CH:27]=[C:22]3[CH:21]=2)=[O:19])=[N:13][CH:14]=[CH:15][CH:16]=1, predict the reactants needed to synthesize it. (3) Given the product [CH2:52]([O:51][C:49](=[O:50])[C@@H:48]([O:47][CH2:45][CH3:46])[CH2:54][C:55]1[CH:60]=[CH:59][C:58]([O:5][CH2:4]/[CH:3]=[C:2](\[CH3:1])/[C:6]#[C:7][C:8]2[CH:13]=[CH:12][CH:11]=[CH:10][CH:9]=2)=[CH:57][CH:56]=1)[CH3:53], predict the reactants needed to synthesize it. The reactants are: [CH3:1]/[C:2](/[C:6]#[C:7][C:8]1[CH:13]=[CH:12][CH:11]=[CH:10][CH:9]=1)=[CH:3]\[CH2:4][OH:5].C(P(CCCC)CCCC)CCC.N(C(N1CCCCC1)=O)=NC(N1CCCCC1)=O.[CH2:45]([O:47][C@@H:48]([CH2:54][C:55]1[CH:60]=[CH:59][C:58](O)=[CH:57][CH:56]=1)[C:49]([O:51][CH2:52][CH3:53])=[O:50])[CH3:46]. (4) Given the product [Cl:29][C:30]1[CH:31]=[C:32]([CH2:37][C:38]([O:40][CH3:41])=[O:39])[CH:33]=[CH:34][C:35]=1[O:36][CH2:2][CH2:3][CH:4]([C:9]1[S:10][C:11]2[CH:18]=[C:17]([C:19]([F:22])([F:21])[F:20])[CH:16]=[CH:15][C:12]=2[C:13]=1[CH3:14])[CH2:5][CH2:6][CH2:7][CH3:8], predict the reactants needed to synthesize it. The reactants are: Br[CH2:2][CH2:3][CH:4]([C:9]1[S:10][C:11]2[CH:18]=[C:17]([C:19]([F:22])([F:21])[F:20])[CH:16]=[CH:15][C:12]=2[C:13]=1[CH3:14])[CH2:5][CH2:6][CH2:7][CH3:8].C(=O)([O-])[O-].[Cs+].[Cs+].[Cl:29][C:30]1[CH:31]=[C:32]([CH2:37][C:38]([O:40][CH3:41])=[O:39])[CH:33]=[CH:34][C:35]=1[OH:36]. (5) Given the product [OH:31][C:27]1[C:26]([CH3:35])=[CH:25][C:24]([C:7]2[NH:6][C:5](=[O:36])[C:4]3[C:9](=[CH:10][C:11]([O:13][CH2:14][CH2:15][O:16][CH2:17][C:18]4[CH:19]=[N:20][CH:21]=[CH:22][CH:23]=4)=[CH:12][C:3]=3[O:2][CH3:1])[N:8]=2)=[CH:29][C:28]=1[CH3:30], predict the reactants needed to synthesize it. The reactants are: [CH3:1][O:2][C:3]1[CH:12]=[C:11]([O:13][CH2:14][CH2:15][O:16][CH2:17][C:18]2[CH:19]=[N:20][CH:21]=[CH:22][CH:23]=2)[CH:10]=[C:9]2[C:4]=1[C:5](=[O:36])[NH:6][C:7]([C:24]1[CH:29]=[C:28]([CH3:30])[C:27]([O:31]COC)=[C:26]([CH3:35])[CH:25]=1)=[N:8]2. (6) Given the product [C:1]([O:5][C:6](=[O:19])[CH2:7][N:8]1[C:13]2[CH:14]=[CH:15][CH:16]=[CH:17][C:12]=2[O:11][CH2:10][C:9]1=[S:29])([CH3:4])([CH3:3])[CH3:2], predict the reactants needed to synthesize it. The reactants are: [C:1]([O:5][C:6](=[O:19])[CH2:7][N:8]1[C:13]2[CH:14]=[CH:15][CH:16]=[CH:17][C:12]=2[O:11][CH2:10][C:9]1=O)([CH3:4])([CH3:3])[CH3:2].COC1C=CC(P2(SP(C3C=CC(OC)=CC=3)(=S)S2)=[S:29])=CC=1.C(=O)([O-])O.[Na+]. (7) Given the product [N:1]1([CH2:6][C:8]2[CH:9]=[C:10]([NH:21][C:22]3[C:31]4[C:26](=[CH:27][C:28]([Cl:32])=[CH:29][CH:30]=4)[N:25]=[CH:24][CH:23]=3)[CH:11]=[C:12]([CH2:14][N:16]3[CH2:17][CH2:18][CH2:19][CH2:20]3)[CH:13]=2)[CH2:5][CH2:4][CH2:3][CH2:2]1, predict the reactants needed to synthesize it. The reactants are: [N:1]1([C:6]([C:8]2[CH:9]=[C:10]([NH:21][C:22]3[C:31]4[C:26](=[CH:27][C:28]([Cl:32])=[CH:29][CH:30]=4)[N:25]=[CH:24][CH:23]=3)[CH:11]=[C:12]([C:14]([N:16]3[CH2:20][CH2:19][CH2:18][CH2:17]3)=O)[CH:13]=2)=O)[CH2:5][CH2:4][CH2:3][CH2:2]1.[H-].[H-].[H-].[H-].[Li+].[Al+3].C(OCC)(=O)C.